Dataset: Reaction yield outcomes from USPTO patents with 853,638 reactions. Task: Predict the reaction yield, written as a fraction of the theoretical maximum amount of product (1.0 means a 100% yield; for example, 0.34 means a 34% yield). (1) The reactants are C([O:5][C:6](=O)[C@H:7]([O:10][C:11]1[CH:34]=[CH:33][C:14]2[C:15]3[N:19]([CH2:20][CH2:21][O:22][C:13]=2[CH:12]=1)[CH:18]=[C:17]([C:23]1[N:24]([CH2:28][C:29]([F:32])([F:31])[F:30])[N:25]=[CH:26][N:27]=1)[N:16]=3)[CH2:8][CH3:9])(C)(C)C.C(O)(C(F)(F)F)=O.C[N:44](C(ON1N=NC2C=CC=NC1=2)=[N+](C)C)C.F[P-](F)(F)(F)(F)F.[Cl-].[NH4+].C(N(CC)CC)C. The catalyst is C(Cl)Cl. The product is [F:30][C:29]([F:32])([F:31])[CH2:28][N:24]1[C:23]([C:17]2[N:16]=[C:15]3[C:14]4[CH:33]=[CH:34][C:11]([O:10][C@H:7]([CH2:8][CH3:9])[C:6]([NH2:44])=[O:5])=[CH:12][C:13]=4[O:22][CH2:21][CH2:20][N:19]3[CH:18]=2)=[N:27][CH:26]=[N:25]1. The yield is 0.480. (2) The reactants are [C:1]([O:5][C:6](=[O:13])[NH:7][C@H:8]1[CH2:11][C@H:10]([OH:12])[CH2:9]1)([CH3:4])([CH3:3])[CH3:2].C(N(CC)CC)C.[CH3:21][S:22](Cl)(=[O:24])=[O:23]. The catalyst is C(Cl)Cl. The product is [CH3:21][S:22]([O:12][C@H:10]1[CH2:11][C@H:8]([NH:7][C:6]([O:5][C:1]([CH3:4])([CH3:2])[CH3:3])=[O:13])[CH2:9]1)(=[O:24])=[O:23]. The yield is 1.02. (3) The reactants are [C:1]([CH2:4][O:5][C:6](=[O:20])[C@:7]([NH:18][NH2:19])([CH3:17])[CH2:8][C:9]1[CH:14]=[CH:13][C:12]([OH:15])=[C:11]([OH:16])[CH:10]=1)(O)=O.BrCC[CH2:24][C:25]([O:27]CC1C=CC(OC)=CC=1OC)=[O:26]. No catalyst specified. The product is [OH:16][C:11]1[CH:10]=[C:9]([CH2:8][C@@:7]([NH:18][NH2:19])([CH3:17])[C:6]([O:5][CH2:4][CH2:1][CH2:24][C:25]([OH:27])=[O:26])=[O:20])[CH:14]=[CH:13][C:12]=1[OH:15]. The yield is 0.410.